Task: Regression. Given a peptide amino acid sequence and an MHC pseudo amino acid sequence, predict their binding affinity value. This is MHC class II binding data.. Dataset: Peptide-MHC class II binding affinity with 134,281 pairs from IEDB (1) The peptide sequence is FKTFEAAFTSSSKAA. The MHC is HLA-DQA10102-DQB10502 with pseudo-sequence HLA-DQA10102-DQB10502. The binding affinity (normalized) is 0.0833. (2) The peptide sequence is IEFRFYKEITNVFRG. The MHC is DRB1_0301 with pseudo-sequence DRB1_0301. The binding affinity (normalized) is 0.423. (3) The peptide sequence is INEPTAAAIAYGLDR. The MHC is DRB1_1501 with pseudo-sequence DRB1_1501. The binding affinity (normalized) is 0.269.